From a dataset of Catalyst prediction with 721,799 reactions and 888 catalyst types from USPTO. Predict which catalyst facilitates the given reaction. (1) Reactant: C([SnH](CCCC)CCCC)CCC.Br[CH:15]1[CH2:20][CH2:19][CH2:18][CH2:17][CH:16]1[OH:21].[C:22]([O:30][CH:31]1[CH2:36][C:35]([CH3:38])([CH3:37])[N:34]([OH:39])[C:33]([CH3:41])([CH3:40])[CH2:32]1)(=[O:29])[C:23]1[CH:28]=[CH:27][CH:26]=[CH:25][CH:24]=1.CCCCCCC. Product: [C:22]([O-:30])(=[O:29])[CH3:23].[C:22]([O:30][CH:31]1[CH2:32][C:33]([CH3:40])([CH3:41])[N:34]([O:39][CH:15]2[CH2:20][CH2:19][CH2:18][CH2:17][CH:16]2[OH:21])[C:35]([CH3:38])([CH3:37])[CH2:36]1)(=[O:29])[C:23]1[CH:24]=[CH:25][CH:26]=[CH:27][CH:28]=1. The catalyst class is: 159. (2) Reactant: [NH2:1][CH:2]([C:6]1[CH:16]=[CH:15][C:9]([C:10]([O:12][CH2:13][CH3:14])=[O:11])=[CH:8][CH:7]=1)[CH2:3][CH2:4][CH3:5].Br[C:18]1[CH:19]=[N:20][C:21]2[C:26]([CH:27]=1)=[CH:25][CH:24]=[C:23]([CH3:28])[CH:22]=2.[CH3:29]S(C)=O. Product: [CH2:13]([O:12][C:10](=[O:11])[C:9]1[CH:15]=[CH:16][C:6]([CH:2]([NH:1][C:18]2[CH:19]=[N:20][C:21]3[C:26]([CH:27]=2)=[CH:25][CH:24]=[C:23]([CH3:28])[CH:22]=3)[CH2:3][CH:4]([CH3:29])[CH3:5])=[CH:7][CH:8]=1)[CH3:14]. The catalyst class is: 205.